This data is from Reaction yield outcomes from USPTO patents with 853,638 reactions. The task is: Predict the reaction yield, written as a fraction of the theoretical maximum amount of product (1.0 means a 100% yield; for example, 0.34 means a 34% yield). (1) The reactants are [Cl:1][C:2]1[CH:7]=[CH:6][C:5]([S:8](Cl)(=[O:10])=[O:9])=[CH:4][CH:3]=1.[Br:12][C:13]1[C:22]2[O:21][CH2:20][CH2:19][NH:18][C:17]=2[CH:16]=[C:15]([CH3:23])[CH:14]=1.N1C=CC=CC=1.O. The catalyst is ClCCl. The product is [Br:12][C:13]1[C:22]2[O:21][CH2:20][CH2:19][N:18]([S:8]([C:5]3[CH:6]=[CH:7][C:2]([Cl:1])=[CH:3][CH:4]=3)(=[O:10])=[O:9])[C:17]=2[CH:16]=[C:15]([CH3:23])[CH:14]=1. The yield is 0.840. (2) The reactants are [O:1]1[CH:5]=[CH:4][CH:3]=[C:2]1[C:6]1[N:7]=[C:8]([NH:17][C:18]([C:20]2[CH:25]=[CH:24][N:23]=[C:22]([O:26]CC3C=CC(OC)=CC=3)[CH:21]=2)=[O:19])[S:9][C:10]=1[C:11]1[CH:16]=[CH:15][N:14]=[CH:13][CH:12]=1.C1(OC)C=CC=CC=1.C(=O)([O-])O.[Na+]. The catalyst is FC(F)(F)C(O)=O. The product is [O:1]1[CH:5]=[CH:4][CH:3]=[C:2]1[C:6]1[N:7]=[C:8]([NH:17][C:18]([C:20]2[CH:25]=[CH:24][NH:23][C:22](=[O:26])[CH:21]=2)=[O:19])[S:9][C:10]=1[C:11]1[CH:12]=[CH:13][N:14]=[CH:15][CH:16]=1. The yield is 0.680. (3) The reactants are C(O[C:4](=O)[C:5]([C:10]1[CH:28]=[CH:27][C:13]2[N:14]=[C:15]([NH:18][C:19]3[CH:24]=[CH:23][C:22]([F:25])=[CH:21][C:20]=3[CH3:26])[N:16]([CH3:17])[C:12]=2[C:11]=1[C:29]#[N:30])(C)[C:6](=O)[CH3:7])C.O.S(=O)(=O)(O)[OH:34].[OH-].[NH4+]. The catalyst is C(O)(=O)C. The product is [F:25][C:22]1[CH:23]=[CH:24][C:19]([NH:18][C:15]2[N:16]([CH3:17])[C:12]3[C:11]4[C:29](=[O:34])[NH:30][C:6]([CH3:7])=[C:5]([CH3:4])[C:10]=4[CH:28]=[CH:27][C:13]=3[N:14]=2)=[C:20]([CH3:26])[CH:21]=1. The yield is 0.700. (4) The reactants are [C:7](O[C:7]([O:9][CH2:10][CH3:11])=[O:8])(=[O:8])[O:9][CH2:10][CH3:11].[NH2:12][C:13]1[C:18]([CH:19]=[O:20])=[CH:17][CH:16]=[CH:15][N:14]=1. The catalyst is C1C=CC=CC=1. The product is [CH:19]([C:18]1[C:13]([NH:12][C:7](=[O:8])[O:9][CH2:10][CH3:11])=[N:14][CH:15]=[CH:16][CH:17]=1)=[O:20]. The yield is 0.580. (5) The reactants are [Cl:1][C:2]1[CH:7]=[C:6]([F:8])[CH:5]=[CH:4][C:3]=1[N:9]1[CH2:14][CH2:13][N:12]([CH2:15][CH2:16][CH2:17][CH:18]=[CH:19][C:20]2[N:29]=[C:28]3[C:23]([CH2:24][CH2:25][C:26](=[O:30])[NH:27]3)=[CH:22][CH:21]=2)[CH2:11][CH2:10]1.CCOCC. The catalyst is C1COCC1.[Ni]. The product is [Cl:1][C:2]1[CH:7]=[C:6]([F:8])[CH:5]=[CH:4][C:3]=1[N:9]1[CH2:10][CH2:11][N:12]([CH2:15][CH2:16][CH2:17][CH2:18][CH2:19][C:20]2[N:29]=[C:28]3[C:23]([CH2:24][CH2:25][C:26](=[O:30])[NH:27]3)=[CH:22][CH:21]=2)[CH2:13][CH2:14]1. The yield is 0.800.